From a dataset of Forward reaction prediction with 1.9M reactions from USPTO patents (1976-2016). Predict the product of the given reaction. (1) Given the reactants O[C:2]1[C:11]2[C:6](=[N:7][CH:8]=[CH:9][CH:10]=2)[N:5]([C:12]2[CH:17]=[CH:16][CH:15]=[CH:14][CH:13]=2)[C:4](=[O:18])[C:3]=1[C:19](=O)[CH2:20][CH2:21][C:22]1[CH:27]=[CH:26][C:25]([N+:28]([O-:30])=[O:29])=[CH:24][CH:23]=1.O.[NH2:33][NH2:34], predict the reaction product. The product is: [N+:28]([C:25]1[CH:26]=[CH:27][C:22]([CH2:21][CH2:20][C:19]2[C:3]3[C:4](=[O:18])[N:5]([C:12]4[CH:17]=[CH:16][CH:15]=[CH:14][CH:13]=4)[C:6]4[N:7]=[CH:8][CH:9]=[CH:10][C:11]=4[C:2]=3[NH:34][N:33]=2)=[CH:23][CH:24]=1)([O-:30])=[O:29]. (2) The product is: [C:1]1([N:7]2[CH:12]=[CH:11][C:10]([CH2:13][CH2:14][CH2:15][CH2:16][CH2:17][CH2:18][C:19]3[N:20]=[N:21][NH:22][CH:23]=3)=[C:9]([OH:24])[C:8]2=[O:32])[CH:2]=[CH:3][CH:4]=[CH:5][CH:6]=1. Given the reactants [C:1]1([N:7]2[CH:12]=[CH:11][C:10]([CH2:13][CH2:14][CH2:15][CH2:16][CH2:17][CH2:18][C:19]3[N:20]=[N:21][NH:22][CH:23]=3)=[C:9]([O:24]CC3C=CC=CC=3)[C:8]2=[O:32])[CH:6]=[CH:5][CH:4]=[CH:3][CH:2]=1.C1(N2C=CC(CCCC3N=NNC=3)=C(O)C2=O)C=CC=CC=1, predict the reaction product. (3) Given the reactants C(OC[N:10]1[C:18]2[C:17]([NH2:19])=[N:16][C:15]([CH2:20][CH2:21][CH2:22][CH3:23])=[N:14][C:13]=2[C:12]([C:24]#[C:25][CH2:26][CH2:27][CH2:28][N:29]2[CH2:33][CH2:32][CH2:31][C@H:30]2[CH3:34])=[CH:11]1)C1C=CC=CC=1, predict the reaction product. The product is: [CH2:20]([C:15]1[N:16]=[C:17]([NH2:19])[C:18]2[NH:10][CH:11]=[C:12]([CH2:24][CH2:25][CH2:26][CH2:27][CH2:28][N:29]3[CH2:33][CH2:32][CH2:31][C@H:30]3[CH3:34])[C:13]=2[N:14]=1)[CH2:21][CH2:22][CH3:23]. (4) Given the reactants [F:1][C:2]([F:24])([F:23])[C:3]1[CH:22]=[CH:21][C:6]([C:7]([N:9]2[CH2:14][CH2:13][N:12]([CH2:15][C:16]([O:18]CC)=O)[CH2:11][CH2:10]2)=[O:8])=[CH:5][CH:4]=1.[NH2:25][NH2:26], predict the reaction product. The product is: [F:24][C:2]([F:23])([F:1])[C:3]1[CH:22]=[CH:21][C:6]([C:7]([N:9]2[CH2:10][CH2:11][N:12]([CH2:15][C:16]([NH:25][NH2:26])=[O:18])[CH2:13][CH2:14]2)=[O:8])=[CH:5][CH:4]=1. (5) The product is: [CH2:37]([O:39][C:40]([N:42]1[CH2:43][CH2:44][N:45]([C:48]([CH:50]([NH:60][C:12]([C:8]2[CH:7]=[C:6]([OH:15])[C:5]3[C:10](=[CH:11][CH:2]=[CH:3][CH:4]=3)[N:9]=2)=[O:14])[CH2:51][CH2:52][C:53]([O:55][C:56]([CH3:59])([CH3:58])[CH3:57])=[O:54])=[O:49])[CH2:46][CH2:47]1)=[O:41])[CH3:38]. Given the reactants C[C:2]1[CH:11]=[C:10]2[C:5]([C:6]([OH:15])=[CH:7][C:8]([C:12]([OH:14])=O)=[N:9]2)=[CH:4][CH:3]=1.ON1C2C=CC=CC=2N=N1.CN(C)CCCN=C=NCC.[CH2:37]([O:39][C:40]([N:42]1[CH2:47][CH2:46][N:45]([C:48]([CH:50]([NH2:60])[CH2:51][CH2:52][C:53]([O:55][C:56]([CH3:59])([CH3:58])[CH3:57])=[O:54])=[O:49])[CH2:44][CH2:43]1)=[O:41])[CH3:38], predict the reaction product. (6) Given the reactants C([N:4]1[C:12]2[C:7](=[C:8]([C:15]([F:18])([F:17])[F:16])[C:9]([C:13]#[N:14])=[CH:10][CH:11]=2)[CH:6]=[N:5]1)(=O)C.Cl.[OH-].[Na+].CCOC(C)=O, predict the reaction product. The product is: [F:17][C:15]([F:16])([F:18])[C:8]1[C:9]([C:13]#[N:14])=[CH:10][CH:11]=[C:12]2[C:7]=1[CH:6]=[N:5][NH:4]2. (7) Given the reactants [OH:1][C:2]1[CH:3]=[C:4]2[C:9](=[CH:10][CH:11]=1)[N:8]=[C:7]([C:12]([OH:14])=O)[CH:6]=[CH:5]2.[N:15]1([C:21]([O:23][C:24]([CH3:27])([CH3:26])[CH3:25])=[O:22])[CH2:20][CH2:19][NH:18][CH2:17][CH2:16]1.F[B-](F)(F)F.N1(OC(N(C)C)=[N+](C)C)C2C=CC=CC=2N=N1.C(N(CC)C(C)C)(C)C, predict the reaction product. The product is: [OH:1][C:2]1[CH:3]=[C:4]2[C:9](=[CH:10][CH:11]=1)[N:8]=[C:7]([C:12]([N:18]1[CH2:17][CH2:16][N:15]([C:21]([O:23][C:24]([CH3:27])([CH3:26])[CH3:25])=[O:22])[CH2:20][CH2:19]1)=[O:14])[CH:6]=[CH:5]2. (8) The product is: [N+:17]([C:22]1[CH:23]=[C:24]2[C:28]([CH2:27][CH2:26][CH2:25]2)=[CH:29][C:21]=1[NH:20][C:10](=[O:11])[CH3:12])([O-:16])=[O:1]. Given the reactants [OH:1]O.C(O[C:10]([C:12](F)(F)F)=[O:11])(C(F)(F)F)=O.[O-:16][N+:17]1[C:22]2[CH:23]=[C:24]3[C:28](=[CH:29][C:21]=2[N:20]=C(CCCO)N=1)[CH2:27][CH2:26][CH2:25]3.N, predict the reaction product. (9) Given the reactants [CH3:1][C:2]1[C:10]2[C:9]([C:11]([OH:13])=O)=[CH:8][C:7]([CH3:14])=[N:6][C:5]=2[N:4]([C:15]2[CH:20]=[CH:19][CH:18]=[CH:17][CH:16]=2)[N:3]=1.COC1C=CN=C(C)C=1N.[CH3:31][O:32][C:33]1[CH:38]=[C:37]([CH3:39])[N:36]=[CH:35][C:34]=1[NH2:40].CCN(C(C)C)C(C)C.CN(C(ON1N=NC2C=CC=NC1=2)=[N+](C)C)C.F[P-](F)(F)(F)(F)F, predict the reaction product. The product is: [CH3:31][O:32][C:33]1[CH:38]=[C:37]([CH3:39])[N:36]=[CH:35][C:34]=1[NH:40][C:11]([C:9]1[C:10]2[C:2]([CH3:1])=[N:3][N:4]([C:15]3[CH:20]=[CH:19][CH:18]=[CH:17][CH:16]=3)[C:5]=2[N:6]=[C:7]([CH3:14])[CH:8]=1)=[O:13]. (10) Given the reactants C1(C(=[N:14][C:15]([CH2:23][CH3:24])([CH2:21][CH3:22])[C:16]([O:18][CH2:19][CH3:20])=[O:17])C2C=CC=CC=2)C=CC=CC=1.Cl, predict the reaction product. The product is: [NH2:14][C:15]([CH2:21][CH3:22])([CH2:23][CH3:24])[C:16]([O:18][CH2:19][CH3:20])=[O:17].